From a dataset of Forward reaction prediction with 1.9M reactions from USPTO patents (1976-2016). Predict the product of the given reaction. (1) Given the reactants [CH2:1]([O:3][C:4]1[C:27]([O:28][CH3:29])=[CH:26][C:7]2[C:8]([C:17]3[CH:25]=[CH:24][C:20]([C:21]([OH:23])=O)=[CH:19][CH:18]=3)=[N:9][C@H:10]3[C@@H:15]([C:6]=2[CH:5]=1)[CH2:14][N:13]([CH3:16])[CH2:12][CH2:11]3)[CH3:2].[CH:30]([NH:33][C@@H:34]([CH3:46])[CH2:35][O:36][CH2:37][CH2:38][CH2:39][C:40]1[CH:45]=[CH:44][CH:43]=[CH:42][CH:41]=1)([CH3:32])[CH3:31], predict the reaction product. The product is: [CH2:1]([O:3][C:4]1[C:27]([O:28][CH3:29])=[CH:26][C:7]2[C:8]([C:17]3[CH:18]=[CH:19][C:20]([C:21]([N:33]([CH:30]([CH3:32])[CH3:31])[C@@H:34]([CH3:46])[CH2:35][O:36][CH2:37][CH2:38][CH2:39][C:40]4[CH:41]=[CH:42][CH:43]=[CH:44][CH:45]=4)=[O:23])=[CH:24][CH:25]=3)=[N:9][C@H:10]3[C@@H:15]([C:6]=2[CH:5]=1)[CH2:14][N:13]([CH3:16])[CH2:12][CH2:11]3)[CH3:2]. (2) Given the reactants C(OC(=O)[NH:7][C@H:8]([C:10]1[N:11]([C:27]2[CH:32]=[CH:31][CH:30]=[CH:29][CH:28]=2)[C:12](=[O:26])[C:13]2[C:18]([CH:19]=1)=[CH:17][CH:16]=[CH:15][C:14]=2[C:20]1[CH:21]=[N:22][N:23]([CH3:25])[CH:24]=1)[CH3:9])(C)(C)C.Cl.C([O-])(O)=O.[Na+], predict the reaction product. The product is: [NH2:7][C@H:8]([C:10]1[N:11]([C:27]2[CH:28]=[CH:29][CH:30]=[CH:31][CH:32]=2)[C:12](=[O:26])[C:13]2[C:18]([CH:19]=1)=[CH:17][CH:16]=[CH:15][C:14]=2[C:20]1[CH:21]=[N:22][N:23]([CH3:25])[CH:24]=1)[CH3:9]. (3) The product is: [N+:15]([C:3]1[CH:4]=[N:5][N:6]([CH2:7][O:8][CH2:9][CH2:10][Si:11]([CH3:14])([CH3:13])[CH3:12])[C:2]=1[N:18]1[CH2:24][CH:23]([OH:25])[CH2:22][NH:21][CH2:20][CH2:19]1)([O-:17])=[O:16]. Given the reactants Cl[C:2]1[N:6]([CH2:7][O:8][CH2:9][CH2:10][Si:11]([CH3:14])([CH3:13])[CH3:12])[N:5]=[CH:4][C:3]=1[N+:15]([O-:17])=[O:16].[NH:18]1[CH2:24][CH:23]([OH:25])[CH2:22][NH:21][CH2:20][CH2:19]1.CCN(C(C)C)C(C)C, predict the reaction product.